Dataset: M1 muscarinic receptor antagonist screen with 61,756 compounds. Task: Binary Classification. Given a drug SMILES string, predict its activity (active/inactive) in a high-throughput screening assay against a specified biological target. (1) The compound is S(=O)(=O)(N1CCOCC1)c1cc(C(=O)N(CC(=O)Nc2cc3OCCOc3cc2)CC)ccc1. The result is 0 (inactive). (2) The molecule is s1\c(n(c(c1)C)c1ccccc1)=C(/C(=O)NCc1occc1)C#N. The result is 0 (inactive). (3) The drug is O1C2(OCC1)CCN(CC2)C(=O)c1cc2nc(n(c2cc1)c1cc(ccc1)C)C. The result is 0 (inactive).